Dataset: Catalyst prediction with 721,799 reactions and 888 catalyst types from USPTO. Task: Predict which catalyst facilitates the given reaction. (1) Reactant: Cl[C:2]1[C:3]2[C:4](=[CH:13][N:14](CC3C=CC(OC)=CC=3)[N:15]=2)[N:5]=[C:6]([C:8]2[CH:12]=[CH:11][S:10][CH:9]=2)[N:7]=1.[NH2:25][C:26]1[CH:36]=[CH:35][C:29]2[O:30][CH2:31][C:32](=[O:34])[NH:33][C:28]=2[CH:27]=1.Cl. Product: [S:10]1[CH:11]=[CH:12][C:8]([C:6]2[N:7]=[C:2]([NH:25][C:26]3[CH:36]=[CH:35][C:29]4[O:30][CH2:31][C:32](=[O:34])[NH:33][C:28]=4[CH:27]=3)[C:3]3[NH:15][N:14]=[CH:13][C:4]=3[N:5]=2)=[CH:9]1. The catalyst class is: 71. (2) Reactant: [C:1]([C:3]1[CH:11]=[CH:10][C:6]([C:7]([OH:9])=O)=[CH:5][CH:4]=1)#[N:2].CCN(C(C)C)C(C)C.CN(C(ON1N=NC2C=CC=CC1=2)=[N+](C)C)C.F[P-](F)(F)(F)(F)F.[NH2:45][CH2:46][CH2:47][N:48]1[C:52](=[O:53])/[C:51](=[CH:54]/[C:55]2[CH:60]=[CH:59][C:58]([O:61][CH2:62][CH3:63])=[CH:57][CH:56]=2)/[S:50][C:49]1=[O:64]. Product: [C:1]([C:3]1[CH:4]=[CH:5][C:6]([C:7]([NH:45][CH2:46][CH2:47][N:48]2[C:52](=[O:53])/[C:51](=[CH:54]/[C:55]3[CH:60]=[CH:59][C:58]([O:61][CH2:62][CH3:63])=[CH:57][CH:56]=3)/[S:50][C:49]2=[O:64])=[O:9])=[CH:10][CH:11]=1)#[N:2]. The catalyst class is: 39. (3) Reactant: [CH3:1][C:2]1([CH3:12])[CH2:6][C:5]2[CH:7]=[CH:8][CH:9]=[C:10]([OH:11])[C:4]=2[O:3]1.[C:13](OC(=O)C)(=[O:15])[CH3:14].N1C=CC=CC=1.O. Product: [C:13]([O:11][C:10]1[C:4]2[O:3][C:2]([CH3:12])([CH3:1])[CH2:6][C:5]=2[CH:7]=[CH:8][CH:9]=1)(=[O:15])[CH3:14]. The catalyst class is: 2. (4) Reactant: C([N:4]([CH:7](C)C)CC)(C)C.[N:10]1[CH:15]=[CH:14][N:13]=[CH:12][C:11]=1C(O)=O.P(N=[N+]=[N-])(=O)(OC1C=CC=CC=1)[O:20]C1C=CC=CC=1.[CH3:38][C@@H:39]1[O:44][C@@H:43]([CH3:45])[CH2:42][N:41]([C:46]2[CH:47]=[CH:48][C:49]3[N:55]4[CH2:56][C@H:52]([CH2:53][CH2:54]4)[NH:51][C:50]=3[N:57]=2)[CH2:40]1. Product: [CH3:45][C@H:43]1[CH2:42][N:41]([C:46]2[CH:47]=[CH:48][C:49]3[N:55]4[CH2:56][C@H:52]([CH2:53][CH2:54]4)[N:51]([C:7]([NH:4][C:11]4[CH:12]=[N:13][CH:14]=[CH:15][N:10]=4)=[O:20])[C:50]=3[N:57]=2)[CH2:40][C@H:39]([CH3:38])[O:44]1. The catalyst class is: 7. (5) Reactant: [Cl:1][C:2]1[CH:3]=[C:4]2[C:9](=[C:10]([Cl:12])[CH:11]=1)[CH2:8][N:7]([CH3:13])[CH2:6][C@H:5]2[C:14]1[CH:15]=[C:16]([S:20]([NH:23][CH2:24][CH2:25][O:26]CCOCCNC(=O)OC(C)(C)C)(=[O:22])=[O:21])[CH:17]=[CH:18][CH:19]=1.NCCOCCOCC[NH:49][C:50](=O)[O:51][C:52](C)(C)[CH3:53].[O-]P([O-])([O-])=O.[K+].[K+].[K+].S(Cl)(Cl)(=O)=O. Product: [NH2:49][CH2:50][O:51][CH2:52][CH2:53][O:26][CH2:25][CH2:24][NH:23][S:20]([C:16]1[CH:17]=[CH:18][CH:19]=[C:14]([C@H:5]2[C:4]3[C:9](=[C:10]([Cl:12])[CH:11]=[C:2]([Cl:1])[CH:3]=3)[CH2:8][N:7]([CH3:13])[CH2:6]2)[CH:15]=1)(=[O:21])=[O:22]. The catalyst class is: 249. (6) Product: [CH2:31]([CH:35]1[CH2:40][CH2:39][N:38]([CH2:15][CH2:16][CH2:17][N:9]2[C:10]3[C:5](=[CH:4][CH:3]=[CH:12][CH:11]=3)[CH2:6][CH2:7][C:8]2=[O:13])[CH2:37][CH2:36]1)[CH2:32][CH2:33][CH3:34]. The catalyst class is: 47. Reactant: CO[C:3]1[CH:4]=[C:5]2[C:10](=[CH:11][CH:12]=1)[NH:9][C:8](=[O:13])[CH2:7][CH2:6]2.Cl[CH2:15][CH2:16][CH2:17]I.C([O-])([O-])=O.[Cs+].[Cs+].C([O-])([O-])=O.[K+].[K+].[CH2:31]([CH:35]1[CH2:40][CH2:39][NH:38][CH2:37][CH2:36]1)[CH2:32][CH2:33][CH3:34]. (7) Reactant: [CH3:1][O:2][C:3](=[O:22])[CH2:4][CH2:5][C:6]([C:8]1[CH:13]=[CH:12][C:11]([O:14][CH:15]2[CH2:20][CH2:19][CH2:18][CH2:17][O:16]2)=[CH:10][C:9]=1[OH:21])=[O:7].[CH3:23]CN(CC)CC.[O:30](S(C(F)(F)F)(=O)=O)[S:31]([C:34]([F:37])([F:36])[F:35])(=O)=[O:32]. Product: [CH3:1][O:2][C:3](=[O:22])[CH2:4][CH2:5][C:6]([C:8]1[C:9]([O:21][S:31]([C:34]([F:37])([F:36])[F:35])(=[O:32])=[O:30])=[CH:10][C:11]([O:14][CH:15]2[CH2:20][CH2:19][CH2:18][CH2:17][O:16]2)=[CH:12][C:13]=1[CH3:23])=[O:7]. The catalyst class is: 46.